From a dataset of Full USPTO retrosynthesis dataset with 1.9M reactions from patents (1976-2016). Predict the reactants needed to synthesize the given product. (1) Given the product [CH3:1][CH:2]([CH2:6][CH3:7])[CH2:3][CH2:4][O:5][S:15]([C:12]1[CH:13]=[CH:14][C:9]([CH3:8])=[CH:10][CH:11]=1)(=[O:17])=[O:16], predict the reactants needed to synthesize it. The reactants are: [CH3:1][CH:2]([CH2:6][CH3:7])[CH2:3][CH2:4][OH:5].[CH3:8][C:9]1[CH:14]=[CH:13][C:12]([S:15](Cl)(=[O:17])=[O:16])=[CH:11][CH:10]=1.CCN(CC)CC. (2) Given the product [CH3:42][CH:43]([CH3:47])[CH2:44][CH2:45][NH:46][C:18]([C:17]1[CH:16]=[CH:15][C:14]([NH:13][C:11]([N:2]2[CH2:3][CH2:4][C:5]3[C:10](=[CH:9][CH:8]=[CH:7][CH:6]=3)[CH2:1]2)=[O:12])=[CH:22][CH:21]=1)=[O:19], predict the reactants needed to synthesize it. The reactants are: [CH2:1]1[C:10]2[C:5](=[CH:6][CH:7]=[CH:8][CH:9]=2)[CH2:4][CH2:3][N:2]1[C:11]([NH:13][C:14]1[CH:22]=[CH:21][C:17]([C:18](O)=[O:19])=[CH:16][CH:15]=1)=[O:12].ON1C2C=CC=CC=2N=N1.C(N(C(C)C)CC)(C)C.[CH3:42][CH:43]([CH3:47])[CH2:44][CH2:45][NH2:46].Cl.CN(C)CCCN=C=NCC. (3) Given the product [C:10]([CH2:12][C:13]1([N:26]2[CH:30]=[C:29]([C:31]3[CH:36]=[CH:35][N:34]=[C:33]4[NH:37][CH:38]=[CH:39][C:32]=34)[CH:28]=[N:27]2)[CH2:14][N:15]([C:17]2[N:18]=[CH:19][C:20]([C:23]([NH:4][CH:1]([CH3:3])[CH3:2])=[O:25])=[N:21][CH:22]=2)[CH2:16]1)#[N:11], predict the reactants needed to synthesize it. The reactants are: [CH:1]([N:4](CC)C(C)C)([CH3:3])[CH3:2].[C:10]([CH2:12][C:13]1([N:26]2[CH:30]=[C:29]([C:31]3[CH:36]=[CH:35][N:34]=[C:33]4[N:37](COCC[Si](C)(C)C)[CH:38]=[CH:39][C:32]=34)[CH:28]=[N:27]2)[CH2:16][N:15]([C:17]2[N:18]=[CH:19][C:20]([C:23]([OH:25])=O)=[N:21][CH:22]=2)[CH2:14]1)#[N:11].F[P-](F)(F)(F)(F)F.N1(O[P+](N(C)C)(N(C)C)N(C)C)C2C=CC=CC=2N=N1.CC(N)C.C([O-])(O)=O.[Na+].C(N)CN. (4) Given the product [C:11]([Si:15]([CH3:22])([CH3:21])[O:16][CH2:17][CH2:18][CH:19]=[O:20])([CH3:14])([CH3:13])[CH3:12], predict the reactants needed to synthesize it. The reactants are: C(Cl)(=O)C(Cl)=O.CS(C)=O.[C:11]([Si:15]([CH3:22])([CH3:21])[O:16][CH2:17][CH2:18][CH2:19][OH:20])([CH3:14])([CH3:13])[CH3:12].N1C=CC=CC=1.C(N(CC)CC)C.